This data is from Catalyst prediction with 721,799 reactions and 888 catalyst types from USPTO. The task is: Predict which catalyst facilitates the given reaction. (1) Product: [CH3:2][C@@H:3]1[CH2:7][CH2:6][CH2:5][N:4]1[CH2:8][CH2:9][C:10]1[CH:15]=[CH:14][C:13]([C:20]2[CH:21]=[CH:22][C:23]([CH2:24][CH2:25][C:26]3[NH:30][N:29]=[N:28][N:27]=3)=[CH:31][CH:32]=2)=[CH:12][CH:11]=1. Reactant: Cl.[CH3:2][C@@H:3]1[CH2:7][CH2:6][CH2:5][N:4]1[CH2:8][CH2:9][C:10]1[CH:15]=[CH:14][C:13](B(O)O)=[CH:12][CH:11]=1.Br[C:20]1[CH:32]=[CH:31][C:23]([CH2:24][CH2:25][C:26]2[NH:30][N:29]=[N:28][N:27]=2)=[CH:22][CH:21]=1.C([O-])([O-])=O.[Na+].[Na+]. The catalyst class is: 38. (2) Reactant: [C:1]([C:3]1[C:11]2[C:6](=[CH:7][C:8]([O:12][CH3:13])=[CH:9][CH:10]=2)[N:5]([CH2:14][CH3:15])[C:4]=1[C:16]1[CH:21]=[CH:20][C:19]([NH:22][S:23]([CH3:26])(=[O:25])=[O:24])=[CH:18][CH:17]=1)#[N:2].[H-].[Na+].I[CH3:30]. Product: [C:1]([C:3]1[C:11]2[C:6](=[CH:7][C:8]([O:12][CH3:13])=[CH:9][CH:10]=2)[N:5]([CH2:14][CH3:15])[C:4]=1[C:16]1[CH:21]=[CH:20][C:19]([N:22]([CH3:30])[S:23]([CH3:26])(=[O:24])=[O:25])=[CH:18][CH:17]=1)#[N:2]. The catalyst class is: 18.